This data is from Full USPTO retrosynthesis dataset with 1.9M reactions from patents (1976-2016). The task is: Predict the reactants needed to synthesize the given product. (1) Given the product [N:8]1([C:6]([O:5][C:1]([CH3:4])([CH3:2])[CH3:3])=[O:7])[C:16]2[C:11](=[CH:12][CH:13]=[CH:14][C:15]=2[C:17]([O:19][CH3:22])=[O:18])[CH2:10][CH2:9]1, predict the reactants needed to synthesize it. The reactants are: [C:1]([O:5][C:6]([N:8]1[C:16]2[C:11](=[CH:12][CH:13]=[CH:14][C:15]=2[C:17]([OH:19])=[O:18])[CH2:10][CH2:9]1)=[O:7])([CH3:4])([CH3:3])[CH3:2].CI.[C:22](=O)([O-])[O-].[K+].[K+]. (2) Given the product [CH2:1]([O:8][C:9]1[C:10]2[N:11]([N:15]=[C:16]([NH:18][C:20]3[CH:25]=[CH:24][C:23]([N:26]4[CH:30]=[C:29]([CH3:31])[N:28]=[CH:27]4)=[C:22]([O:32][CH3:33])[CH:21]=3)[N:17]=2)[CH:12]=[CH:13][CH:14]=1)[C:2]1[CH:7]=[CH:6][CH:5]=[CH:4][CH:3]=1, predict the reactants needed to synthesize it. The reactants are: [CH2:1]([O:8][C:9]1[C:10]2[N:11]([N:15]=[C:16]([NH2:18])[N:17]=2)[CH:12]=[CH:13][CH:14]=1)[C:2]1[CH:7]=[CH:6][CH:5]=[CH:4][CH:3]=1.Br[C:20]1[CH:25]=[CH:24][C:23]([N:26]2[CH:30]=[C:29]([CH3:31])[N:28]=[CH:27]2)=[C:22]([O:32][CH3:33])[CH:21]=1.C(Cl)Cl. (3) Given the product [Cl:1][C:2]1[CH:7]=[N:6][C:5]([N:8]2[CH2:13][CH2:12][CH:11]([C@H:14]([CH3:28])[CH2:15][CH2:16][O:17][C:18]3[CH:26]=[CH:25][C:21]([C:22]([NH:29][CH:30]([CH2:33][OH:34])[CH2:31][OH:32])=[O:24])=[C:20]([CH3:27])[N:19]=3)[CH2:10][CH2:9]2)=[N:4][CH:3]=1, predict the reactants needed to synthesize it. The reactants are: [Cl:1][C:2]1[CH:3]=[N:4][C:5]([N:8]2[CH2:13][CH2:12][CH:11]([C@H:14]([CH3:28])[CH2:15][CH2:16][O:17][C:18]3[CH:26]=[CH:25][C:21]([C:22]([OH:24])=O)=[C:20]([CH3:27])[N:19]=3)[CH2:10][CH2:9]2)=[N:6][CH:7]=1.[NH2:29][CH:30]([CH2:33][OH:34])[CH2:31][OH:32]. (4) Given the product [CH:23]1([C:12]2[CH:11]=[C:10]([C:26]([O:28][CH3:29])=[O:27])[C:9]([OH:8])=[CH:14][C:13]=2[C:15]2[CH:20]=[CH:19][C:18]([F:21])=[CH:17][C:16]=2[F:22])[CH2:25][CH2:24]1, predict the reactants needed to synthesize it. The reactants are: C([O:8][C:9]1[C:10]([C:26]([O:28][CH3:29])=[O:27])=[CH:11][C:12]([CH:23]2[CH2:25][CH2:24]2)=[C:13]([C:15]2[CH:20]=[CH:19][C:18]([F:21])=[CH:17][C:16]=2[F:22])[CH:14]=1)C1C=CC=CC=1.[H][H]. (5) Given the product [Cl:16][C:17]1[N:18]=[CH:19][C:20]([CH2:23][N:8]2[C:9]3[C:4](=[CH:3][C:2]([F:1])=[C:11]([F:12])[CH:10]=3)[C:5](=[O:15])[C:6]([C:13]#[N:14])=[CH:7]2)=[CH:21][CH:22]=1, predict the reactants needed to synthesize it. The reactants are: [F:1][C:2]1[CH:3]=[C:4]2[C:9](=[CH:10][C:11]=1[F:12])[NH:8][CH:7]=[C:6]([C:13]#[N:14])[C:5]2=[O:15].[Cl:16][C:17]1[CH:22]=[CH:21][C:20]([CH2:23]Cl)=[CH:19][N:18]=1. (6) Given the product [CH3:1][CH:2]1[C:11]2[C:6](=[CH:7][CH:8]=[C:9]([C:12]([F:14])([F:13])[F:15])[CH:10]=2)[CH2:5][CH2:4][NH:3]1, predict the reactants needed to synthesize it. The reactants are: [CH3:1][C:2]1[C:11]2[C:6](=[CH:7][CH:8]=[C:9]([C:12]([F:15])([F:14])[F:13])[CH:10]=2)[CH2:5][CH2:4][N:3]=1.C(O[BH-](OC(=O)C)OC(=O)C)(=O)C.[Na+]. (7) Given the product [Cl:10][C:11]1[C:16]([Cl:17])=[CH:15][CH:14]=[CH:13][C:12]=1[S:18]([NH:9][C:3]1[C:2]([Br:1])=[N:7][C:6]([Br:8])=[CH:5][N:4]=1)(=[O:20])=[O:19], predict the reactants needed to synthesize it. The reactants are: [Br:1][C:2]1[C:3]([NH2:9])=[N:4][CH:5]=[C:6]([Br:8])[N:7]=1.[Cl:10][C:11]1[C:16]([Cl:17])=[CH:15][CH:14]=[CH:13][C:12]=1[S:18](Cl)(=[O:20])=[O:19].